Dataset: Full USPTO retrosynthesis dataset with 1.9M reactions from patents (1976-2016). Task: Predict the reactants needed to synthesize the given product. (1) Given the product [C:31]([C:33]1[CH:38]=[CH:37][C:36]([C:5]2[N:6]=[C:7]([NH:26][CH2:27][CH:28]([CH3:30])[CH3:29])[C:8]3[N:9]([C:11]([C:14]4[CH:25]=[CH:24][C:17]([C:18]([NH:20][CH:21]5[CH2:22][CH2:23]5)=[O:19])=[CH:16][CH:15]=4)=[CH:12][N:13]=3)[CH:10]=2)=[CH:35][CH:34]=1)#[N:32], predict the reactants needed to synthesize it. The reactants are: C(O)C.Br[C:5]1[N:6]=[C:7]([NH:26][CH2:27][CH:28]([CH3:30])[CH3:29])[C:8]2[N:9]([C:11]([C:14]3[CH:25]=[CH:24][C:17]([C:18]([NH:20][CH:21]4[CH2:23][CH2:22]4)=[O:19])=[CH:16][CH:15]=3)=[CH:12][N:13]=2)[CH:10]=1.[C:31]([C:33]1[CH:38]=[CH:37][C:36](B(O)O)=[CH:35][CH:34]=1)#[N:32].C(=O)([O-])O.[Na+]. (2) Given the product [CH2:1]([O:3][C:4]1[CH:5]=[C:6]([CH:26]=[CH:27][CH:28]=1)[C:7]([C:8]1[C:17]2[C:12](=[CH:13][C:14]([O:20][CH:21]([CH3:23])[CH3:22])=[C:15]([O:18][CH3:19])[CH:16]=2)[C:11]([CH:24]=[O:25])=[CH:10][N:9]=1)=[O:30])[CH3:2], predict the reactants needed to synthesize it. The reactants are: [CH2:1]([O:3][C:4]1[CH:5]=[C:6]([CH:26]=[CH:27][CH:28]=1)[CH2:7][C:8]1[C:17]2[C:12](=[CH:13][C:14]([O:20][CH:21]([CH3:23])[CH3:22])=[C:15]([O:18][CH3:19])[CH:16]=2)[C:11]([CH:24]=[O:25])=[CH:10][N:9]=1)[CH3:2].[Se](=O)=[O:30].C(OCC)(=O)C.CCCCCC. (3) Given the product [CH2:5]([C:4]1([CH2:23][CH2:24][CH2:25][CH2:26][CH2:27][CH2:28][CH2:29][CH2:30]/[CH:31]=[CH:32]\[CH2:33]/[CH:34]=[CH:35]\[CH2:36][CH2:37][CH2:38][CH2:39][CH3:40])[O:47][CH:43]([CH2:42][CH2:41][OH:48])[CH2:44][CH2:1][O:3]1)[CH2:6][CH2:7][CH2:8][CH2:9][CH2:10][CH2:11][CH2:12]/[CH:13]=[CH:14]\[CH2:15]/[CH:16]=[CH:17]\[CH2:18][CH2:19][CH2:20][CH2:21][CH3:22], predict the reactants needed to synthesize it. The reactants are: [CH:1]([O:3][CH:4]([CH2:23][CH2:24][CH2:25][CH2:26][CH2:27][CH2:28][CH2:29][CH2:30]/[CH:31]=[CH:32]\[CH2:33]/[CH:34]=[CH:35]\[CH2:36][CH2:37][CH2:38][CH2:39][CH3:40])[CH2:5][CH2:6][CH2:7][CH2:8][CH2:9][CH2:10][CH2:11][CH2:12]/[CH:13]=[CH:14]\[CH2:15]/[CH:16]=[CH:17]\[CH2:18][CH2:19][CH2:20][CH2:21][CH3:22])=O.[CH2:41]([OH:48])[CH2:42][CH:43]([OH:47])[CH2:44]CO.C1(C)C=CC(S([O-])(=O)=O)=CC=1.[NH+]1C=CC=CC=1. (4) The reactants are: [Br:1][C:2]1[N:7]=[C:6]([C:8]([OH:10])=O)[CH:5]=[CH:4][CH:3]=1.[NH:11]1[CH2:15][CH2:14][CH2:13][CH2:12]1. Given the product [Br:1][C:2]1[N:7]=[C:6]([C:8]([N:11]2[CH2:15][CH2:14][CH2:13][CH2:12]2)=[O:10])[CH:5]=[CH:4][CH:3]=1, predict the reactants needed to synthesize it. (5) Given the product [C:1]([S:3][C@@H:11]1[CH2:15][N:14]([CH3:16])[C@H:13]([C:17]([O:19][CH3:20])=[O:18])[CH2:12]1)(=[O:4])[CH3:2], predict the reactants needed to synthesize it. The reactants are: [C:1]([O-:4])(=[S:3])[CH3:2].[K+].CS(O[C@H:11]1[CH2:15][N:14]([CH3:16])[C@H:13]([C:17]([O:19][CH3:20])=[O:18])[CH2:12]1)(=O)=O.C(OCC)(=O)C.[Cl-].[Na+].